This data is from Full USPTO retrosynthesis dataset with 1.9M reactions from patents (1976-2016). The task is: Predict the reactants needed to synthesize the given product. (1) Given the product [CH3:1][C:2]1[CH:7]=[C:6]([CH3:8])[NH:5][C:4](=[O:9])[C:3]=1[CH2:10][NH:11][C:12]([C:14]1[C:15]2[CH:38]=[N:37][N:36]([CH:39]([CH3:41])[CH3:40])[C:16]=2[N:17]=[C:18]([CH:20]2[CH2:21][CH2:22][N:23]([CH:26]3[CH2:27][CH2:28][N:29]([S:32]([CH3:35])(=[O:33])=[O:34])[CH2:30][CH2:31]3)[CH2:24][CH2:25]2)[CH:19]=1)=[O:13], predict the reactants needed to synthesize it. The reactants are: [CH3:1][C:2]1[CH:7]=[C:6]([CH3:8])[NH:5][C:4](=[O:9])[C:3]=1[CH2:10][NH:11][C:12]([C:14]1[C:15]2[CH:38]=[N:37][N:36]([CH:39]([CH3:41])[CH3:40])[C:16]=2[N:17]=[C:18]([C:20]2[CH2:21][CH2:22][N:23]([CH:26]3[CH2:31][CH2:30][N:29]([S:32]([CH3:35])(=[O:34])=[O:33])[CH2:28][CH2:27]3)[CH2:24][CH:25]=2)[CH:19]=1)=[O:13]. (2) Given the product [F:1][C:2]1[CH:7]=[CH:6][C:5]([F:8])=[CH:4][C:3]=1[C:9]1[N:14]=[C:13]([NH:15][C:16]2[CH:21]=[CH:20][N:19]=[C:18]3[CH:22]=[N:23][N:24]([C:27]([NH:26][CH2:29][CH3:30])=[O:28])[C:17]=23)[C:12]([CH3:25])=[CH:11][N:10]=1, predict the reactants needed to synthesize it. The reactants are: [F:1][C:2]1[CH:7]=[CH:6][C:5]([F:8])=[CH:4][C:3]=1[C:9]1[N:14]=[C:13]([NH:15][C:16]2[CH:21]=[CH:20][N:19]=[C:18]3[CH:22]=[N:23][NH:24][C:17]=23)[C:12]([CH3:25])=[CH:11][N:10]=1.[N:26]([CH2:29][CH3:30])=[C:27]=[O:28]. (3) Given the product [C:40]([NH:1][CH:2]1[CH2:7][CH2:6][N:5]([C:8]2[CH:9]=[N:10][C:11]([O:17][C:18]3[CH:23]=[CH:22][C:21]([O:24][C:25]4[CH:30]=[CH:29][CH:28]=[CH:27][CH:26]=4)=[CH:20][CH:19]=3)=[C:12]([C:14]([NH2:16])=[O:15])[CH:13]=2)[CH2:4][CH2:3]1)(=[O:43])[CH:41]=[CH2:42], predict the reactants needed to synthesize it. The reactants are: [NH2:1][CH:2]1[CH2:7][CH2:6][N:5]([C:8]2[CH:9]=[N:10][C:11]([O:17][C:18]3[CH:23]=[CH:22][C:21]([O:24][C:25]4[CH:30]=[CH:29][CH:28]=[CH:27][CH:26]=4)=[CH:20][CH:19]=3)=[C:12]([C:14]([NH2:16])=[O:15])[CH:13]=2)[CH2:4][CH2:3]1.C(N(CC)C(C)C)(C)C.[C:40](Cl)(=[O:43])[CH:41]=[CH2:42]. (4) Given the product [CH3:60][O:61][C:62](=[O:67])[C@H:63]([OH:66])[CH2:64][NH:65][C:32](=[O:33])[C:31]1[CH:35]=[CH:36][C:28]([CH2:27][N:10]([C:6]2[CH:5]=[C:4]3[C:9](=[CH:8][CH:7]=2)[CH2:1][CH2:2][CH2:3]3)[C:11]2[S:12][CH:13]=[C:14]([C:16]3[CH:17]=[CH:18][C:19]([O:22][C:23]([F:25])([F:26])[F:24])=[CH:20][CH:21]=3)[N:15]=2)=[CH:29][CH:30]=1, predict the reactants needed to synthesize it. The reactants are: [CH2:1]1[C:9]2[C:4](=[CH:5][C:6]([N:10]([CH2:27][C:28]3[CH:36]=[CH:35][C:31]([C:32](O)=[O:33])=[CH:30][CH:29]=3)[C:11]3[S:12][CH:13]=[C:14]([C:16]4[CH:21]=[CH:20][C:19]([O:22][C:23]([F:26])([F:25])[F:24])=[CH:18][CH:17]=4)[N:15]=3)=[CH:7][CH:8]=2)[CH2:3][CH2:2]1.ON1C2C=CC=CC=2N=N1.Cl.C(N=C=NCCCN(C)C)C.Cl.[CH3:60][O:61][C:62](=[O:67])[C@H:63]([OH:66])[CH2:64][NH2:65].CCN(C(C)C)C(C)C.